From a dataset of Peptide-MHC class II binding affinity with 134,281 pairs from IEDB. Regression. Given a peptide amino acid sequence and an MHC pseudo amino acid sequence, predict their binding affinity value. This is MHC class II binding data. (1) The peptide sequence is QSVTLTMQRLLANHS. The MHC is DRB1_0101 with pseudo-sequence DRB1_0101. The binding affinity (normalized) is 0.924. (2) The peptide sequence is EKKYFAATQFEPWAA. The MHC is HLA-DPA10201-DPB10101 with pseudo-sequence HLA-DPA10201-DPB10101. The binding affinity (normalized) is 0.833. (3) The peptide sequence is DLVANQPNLKALREK. The MHC is DRB4_0101 with pseudo-sequence DRB4_0103. The binding affinity (normalized) is 0.527. (4) The peptide sequence is TSLLISWGHYPLHLR. The MHC is HLA-DPA10201-DPB10501 with pseudo-sequence HLA-DPA10201-DPB10501. The binding affinity (normalized) is 0.495. (5) The peptide sequence is WDTRITEADLDDEQE. The MHC is DRB1_0701 with pseudo-sequence DRB1_0701. The binding affinity (normalized) is 0. (6) The peptide sequence is VKGDPVGILYAVFKA. The MHC is HLA-DPA10201-DPB10501 with pseudo-sequence HLA-DPA10201-DPB10501. The binding affinity (normalized) is 0.601. (7) The peptide sequence is GWNDWENVPFCSHHF. The MHC is HLA-DQA10501-DQB10303 with pseudo-sequence HLA-DQA10501-DQB10303. The binding affinity (normalized) is 0.312. (8) The peptide sequence is EKKYFAATQFLPLAA. The MHC is DRB1_0701 with pseudo-sequence DRB1_0701. The binding affinity (normalized) is 0.866. (9) The peptide sequence is NLIDTKCYKLEHP. The MHC is DRB5_0101 with pseudo-sequence DRB5_0101. The binding affinity (normalized) is 0.362. (10) The binding affinity (normalized) is 0.375. The peptide sequence is ELFVAAYVPYVAWLV. The MHC is HLA-DPA10103-DPB10301 with pseudo-sequence HLA-DPA10103-DPB10301.